From a dataset of Full USPTO retrosynthesis dataset with 1.9M reactions from patents (1976-2016). Predict the reactants needed to synthesize the given product. (1) Given the product [F:21][C:2]1([F:1])[CH2:7][NH:6][CH2:5][C:4]2([CH2:9][CH2:10][N:11]([C:14]([O:16][C:17]([CH3:19])([CH3:18])[CH3:20])=[O:15])[CH2:12][CH2:13]2)[O:3]1, predict the reactants needed to synthesize it. The reactants are: [F:1][C:2]1([F:21])[C:7](=O)[NH:6][CH2:5][C:4]2([CH2:13][CH2:12][N:11]([C:14]([O:16][C:17]([CH3:20])([CH3:19])[CH3:18])=[O:15])[CH2:10][CH2:9]2)[O:3]1. (2) Given the product [F:1][C:2]1[CH:3]=[CH:4][C:5]([C:8]2[N:12]=[C:11]([S:13]([CH3:14])=[O:35])[N:10]([CH2:15][CH2:16][O:17][CH3:18])[C:9]=2[C:19]2[CH:24]=[CH:23][N:22]=[C:21]([NH:25][C:26]3[CH:31]=[CH:30][CH:29]=[CH:28][CH:27]=3)[CH:20]=2)=[CH:6][CH:7]=1, predict the reactants needed to synthesize it. The reactants are: [F:1][C:2]1[CH:7]=[CH:6][C:5]([C:8]2[N:12]=[C:11]([S:13][CH3:14])[N:10]([CH2:15][CH2:16][O:17][CH3:18])[C:9]=2[C:19]2[CH:24]=[CH:23][N:22]=[C:21]([NH:25][C:26]3[CH:31]=[CH:30][CH:29]=[CH:28][CH:27]=3)[CH:20]=2)=[CH:4][CH:3]=1.ClCCl.[O:35]1CCCC1. (3) Given the product [Cl:1][CH2:2][CH2:3][O:4][CH2:5][C:6]([CH3:10])([CH3:9])[C:7]([NH:11][OH:12])=[NH:8], predict the reactants needed to synthesize it. The reactants are: [Cl:1][CH2:2][CH2:3][O:4][CH2:5][C:6]([CH3:10])([CH3:9])[C:7]#[N:8].[NH2:11][OH:12]. (4) Given the product [C:3]([CH:2]([CH:17]([CH2:23][CH2:24][CH3:25])[C:18]([O:20][CH3:21])=[O:19])[C:1]([O:7][CH3:8])=[O:6])(=[O:4])[CH3:5], predict the reactants needed to synthesize it. The reactants are: [C:1]([O:7][CH2:8]C)(=[O:6])[CH2:2][C:3]([CH3:5])=[O:4].C(=O)([O-])[O-].[K+].[K+].Br[CH:17]([CH2:23][CH2:24][CH3:25])[C:18]([O:20][CH2:21]C)=[O:19].Cl. (5) The reactants are: [NH:1]1[C:9]2[C:4](=[CH:5][C:6]([C:10]#[N:11])=[CH:7][CH:8]=2)[CH:3]=[CH:2]1.[OH-].[K+].[I:14]I.S(=O)(O)[O-].[Na+]. Given the product [I:14][C:3]1[C:4]2[C:9](=[CH:8][CH:7]=[C:6]([C:10]#[N:11])[CH:5]=2)[NH:1][CH:2]=1, predict the reactants needed to synthesize it. (6) Given the product [C:1]([C:5]1[CH:6]=[CH:7][C:8]([CH2:9][N:10]([CH2:22][CH2:23][O:24][C:31]2[CH:32]=[CH:33][C:28]([F:27])=[CH:29][CH:30]=2)[C:11]([C:13]2[CH:14]=[CH:15][CH:16]=[C:17]3[C:21]=2[NH:20][CH:19]=[CH:18]3)=[O:12])=[CH:25][CH:26]=1)([CH3:4])([CH3:2])[CH3:3], predict the reactants needed to synthesize it. The reactants are: [C:1]([C:5]1[CH:26]=[CH:25][C:8]([CH2:9][N:10]([CH2:22][CH2:23][OH:24])[C:11]([C:13]2[CH:14]=[CH:15][CH:16]=[C:17]3[C:21]=2[NH:20][CH:19]=[CH:18]3)=[O:12])=[CH:7][CH:6]=1)([CH3:4])([CH3:3])[CH3:2].[F:27][C:28]1[CH:33]=[CH:32][C:31](O)=[CH:30][CH:29]=1.C1(P(C2C=CC=CC=2)C2C=CC=CC=2)C=CC=CC=1.C(OC(N=NC(OCC)=O)=O)C. (7) Given the product [NH2:8][C@@H:9]([CH2:42][C:43]1[CH:44]=[CH:45][CH:46]=[CH:47][CH:48]=1)[CH2:10][C@H:11]([OH:15])[C@@H:12]([NH:13][C:18](=[O:19])[O:20][CH2:21][C:22]1[CH:23]=[CH:24][CH:25]=[CH:26][CH:27]=1)[CH2:28][C:29]1[CH:30]=[CH:31][C:32]([C:35]2[CH:36]=[N:37][C:38]([CH3:41])=[CH:39][CH:40]=2)=[CH:33][CH:34]=1, predict the reactants needed to synthesize it. The reactants are: C(OC([NH:8][C@@H:9]([CH2:42][C:43]1[CH:48]=[CH:47][CH:46]=[CH:45][CH:44]=1)[CH2:10][C@@H:11]1[O:15]C(C)(C)[N:13]([C:18]([O:20][CH2:21][C:22]2[CH:27]=[CH:26][CH:25]=[CH:24][CH:23]=2)=[O:19])[C@H:12]1[CH2:28][C:29]1[CH:34]=[CH:33][C:32]([C:35]2[CH:36]=[N:37][C:38]([CH3:41])=[CH:39][CH:40]=2)=[CH:31][CH:30]=1)=O)(C)(C)C.CO.Cl.